From a dataset of Full USPTO retrosynthesis dataset with 1.9M reactions from patents (1976-2016). Predict the reactants needed to synthesize the given product. (1) Given the product [O:11]1[CH2:16][CH2:15][CH2:14][CH2:13][CH:12]1[O:17][CH2:18][CH2:19][CH2:20][CH2:21][CH2:22][CH:23]=[O:24], predict the reactants needed to synthesize it. The reactants are: CS(C)=O.C(Cl)(=O)C(Cl)=O.[O:11]1[CH2:16][CH2:15][CH2:14][CH2:13][CH:12]1[O:17][CH2:18][CH2:19][CH2:20][CH2:21][CH2:22][CH2:23][OH:24].C(N(CC)CC)C. (2) Given the product [CH2:22]([N:11]([CH2:10][C:9]([N:8]([C:30]1[CH:31]=[CH:32][C:33]([OH:39])=[C:34]([CH:38]=1)[C:35]([OH:37])=[O:36])[CH2:1][C:2]1[CH:3]=[CH:4][C:5]([CH2:17][CH2:16][CH2:15][CH2:20][CH2:19][CH2:40][CH3:41])=[CH:6][CH:7]=1)=[O:29])[S:12]([C:15]1[CH:16]=[CH:17][C:18]([C:21]2[CH:6]=[CH:7][CH:2]=[CH:3][CH:4]=2)=[CH:19][CH:20]=1)(=[O:14])=[O:13])[C:23]1[CH:28]=[CH:27][CH:26]=[CH:25][CH:24]=1, predict the reactants needed to synthesize it. The reactants are: [CH2:1]([N:8]([C:30]1[CH:31]=[CH:32][C:33]([OH:39])=[C:34]([CH:38]=1)[C:35]([OH:37])=[O:36])[C:9](=[O:29])[CH2:10][N:11]([CH2:22][C:23]1[CH:28]=[CH:27][CH:26]=[CH:25][CH:24]=1)[S:12]([C:15]1[CH:20]=[CH:19][C:18]([CH3:21])=[CH:17][CH:16]=1)(=[O:14])=[O:13])[C:2]1[CH:7]=[CH:6][CH:5]=[CH:4][CH:3]=1.[C:40](#N)[CH3:41]. (3) Given the product [F:14][C:15]([F:28])([F:27])[S:16]([O:13][C:3]1[C:2]([Cl:1])=[C:7]([CH2:8][O:9][CH3:10])[N:6]=[C:5]([S:11][CH3:12])[N:4]=1)(=[O:18])=[O:17], predict the reactants needed to synthesize it. The reactants are: [Cl:1][C:2]1[C:3]([OH:13])=[N:4][C:5]([S:11][CH3:12])=[N:6][C:7]=1[CH2:8][O:9][CH3:10].[F:14][C:15]([F:28])([F:27])[S:16](O[S:16]([C:15]([F:28])([F:27])[F:14])(=[O:18])=[O:17])(=[O:18])=[O:17].N1C(C)=CC=CC=1C.O. (4) Given the product [Br:1][C:2]1[C:7]([F:8])=[C:6]([CH:5]=[CH:4][C:3]=1[O:9][CH3:10])[CH:23]=[O:24], predict the reactants needed to synthesize it. The reactants are: [Br:1][C:2]1[C:7]([F:8])=[CH:6][CH:5]=[CH:4][C:3]=1[O:9][CH3:10].C1N2CN3CN(C2)CN1C3.FC(F)(F)[C:23](O)=[O:24]. (5) Given the product [Cl:46][C:47]1[CH:52]=[CH:51][C:50]([C@H:53]([NH:55][C:35]([C:37]2[CH:4]=[C:3]3[C:2](=[CH:9][CH:8]=2)[N:1]=[C:18]([C:15]2[CH:16]=[CH:17][C:12]([F:11])=[CH:13][CH:14]=2)[C:19]([CH2:20][CH2:21][CH2:22][CH2:23][C:24]([OH:26])=[O:25])=[CH:6]3)=[O:36])[CH3:54])=[CH:49][CH:48]=1, predict the reactants needed to synthesize it. The reactants are: [NH2:1][C:2]1[CH:9]=[CH:8]C(Br)=[CH:6][C:3]=1[CH:4]=O.[F:11][C:12]1[CH:17]=[CH:16][C:15]([C:18](=O)[CH2:19][CH2:20][CH2:21][CH2:22][CH2:23][C:24]([OH:26])=[O:25])=[CH:14][CH:13]=1.C(O[C:35]([C:37](F)(F)F)=[O:36])(C(F)(F)F)=O.CC(O)(C)C.[Cl:46][C:47]1[CH:52]=[CH:51][C:50]([C@H:53]([NH2:55])[CH3:54])=[CH:49][CH:48]=1.C(O)(C(F)(F)F)=O.